Dataset: Forward reaction prediction with 1.9M reactions from USPTO patents (1976-2016). Task: Predict the product of the given reaction. Given the reactants Cl[C:2]1[NH:10][C:9]2[C:4](=[N:5][CH:6]=[CH:7][CH:8]=2)[C:3]=1[C:11]#[N:12].[CH2:13]([NH2:20])[C:14]1[CH:19]=[CH:18][CH:17]=[CH:16][CH:15]=1, predict the reaction product. The product is: [CH2:13]([NH:20][C:2]1[NH:10][C:9]2[C:4](=[N:5][CH:6]=[CH:7][CH:8]=2)[C:3]=1[C:11]#[N:12])[C:14]1[CH:19]=[CH:18][CH:17]=[CH:16][CH:15]=1.